Dataset: Catalyst prediction with 721,799 reactions and 888 catalyst types from USPTO. Task: Predict which catalyst facilitates the given reaction. Reactant: [C:1]([O:4][C@H:5]1[C@H:10]([N:11]=[C:12]=[S:13])[C@@H:9]([O:14][C:15](=[O:17])[CH3:16])[C@@H:8]([O:18][C:19](=[O:21])[CH3:20])[C@@H:7]([CH2:22][O:23][C:24](=[O:26])[CH3:25])[O:6]1)(=[O:3])[CH3:2].[CH2:27]([NH2:30])[C:28]#[CH:29]. Product: [C:1]([O:4][C@H:5]1[C@H:10]([NH:11][C:12]([NH:30][CH2:27][C:28]#[CH:29])=[S:13])[C@@H:9]([O:14][C:15](=[O:17])[CH3:16])[C@@H:8]([O:18][C:19](=[O:21])[CH3:20])[C@@H:7]([CH2:22][O:23][C:24](=[O:26])[CH3:25])[O:6]1)(=[O:3])[CH3:2]. The catalyst class is: 2.